Dataset: Forward reaction prediction with 1.9M reactions from USPTO patents (1976-2016). Task: Predict the product of the given reaction. The product is: [C:20]([NH:1][CH2:2][CH2:3][CH2:4][N:5]([C:29](=[O:36])[C:30]1[CH:35]=[CH:34][CH:33]=[CH:32][CH:31]=1)[C:6]1[C:19]2[C:14]([N:13]=[C:12]3[C:7]=1[CH:8]=[CH:9][CH:10]=[CH:11]3)=[CH:15][CH:16]=[CH:17][CH:18]=2)(=[O:22])[CH3:21]. Given the reactants [NH2:1][CH2:2][CH2:3][CH2:4][NH:5][C:6]1[C:7]2[C:12]([N:13]=[C:14]3[C:19]=1[CH:18]=[CH:17][CH:16]=[CH:15]3)=[CH:11][CH:10]=[CH:9][CH:8]=2.[C:20](Cl)(=[O:22])[CH3:21].C(=O)(O)[O-].[Na+].[C:29](Cl)(=[O:36])[C:30]1[CH:35]=[CH:34][CH:33]=[CH:32][CH:31]=1, predict the reaction product.